Dataset: Forward reaction prediction with 1.9M reactions from USPTO patents (1976-2016). Task: Predict the product of the given reaction. (1) Given the reactants C([O:8][C:9]1[CH:10]=[C:11]([CH:24]=[CH:25][C:26]=1[O:27][CH3:28])[O:12][C:13]1[C:18]([CH3:19])=[CH:17][C:16]([N+:20]([O-:22])=[O:21])=[CH:15][C:14]=1[CH3:23])C1C=CC=CC=1.C(O)(C(F)(F)F)=O.C1(SC)C=CC=CC=1, predict the reaction product. The product is: [OH:8][C:9]1[CH:10]=[C:11]([CH:24]=[CH:25][C:26]=1[O:27][CH3:28])[O:12][C:13]1[C:14]([CH3:23])=[CH:15][C:16]([N+:20]([O-:22])=[O:21])=[CH:17][C:18]=1[CH3:19]. (2) Given the reactants [Cl:1][C:2]1[CH:3]=[C:4]([CH:6]=[CH:7][C:8]=1[O:9][C:10]1[C:19]2[C:14](=[CH:15][C:16]([O:22][CH3:23])=[C:17]([O:20][CH3:21])[CH:18]=2)[N:13]=[CH:12][N:11]=1)[NH2:5].C(N(CC)CC)C.ClC(Cl)(O[C:35](=[O:41])OC(Cl)(Cl)Cl)Cl.[NH2:43][C:44]1[S:45][C:46]([CH3:49])=[CH:47][N:48]=1, predict the reaction product. The product is: [Cl:1][C:2]1[CH:3]=[C:4]([NH:5][C:35]([NH:43][C:44]2[S:45][C:46]([CH3:49])=[CH:47][N:48]=2)=[O:41])[CH:6]=[CH:7][C:8]=1[O:9][C:10]1[C:19]2[C:14](=[CH:15][C:16]([O:22][CH3:23])=[C:17]([O:20][CH3:21])[CH:18]=2)[N:13]=[CH:12][N:11]=1. (3) Given the reactants Br[C:2]1[C:3]2[N:13]=[C:12]([O:14][CH3:15])[CH:11]=[CH:10][C:4]=2[N:5]=[N:6][C:7]=1[C:8]#[N:9].[CH:16]([C:18]12[CH2:25][CH2:24][C:21]([NH:26][C:27](=[O:33])[O:28][C:29]([CH3:32])([CH3:31])[CH3:30])([CH2:22][CH2:23]1)[CH2:20][O:19]2)=[CH2:17], predict the reaction product. The product is: [C:8]([C:7]1[N:6]=[N:5][C:4]2[CH:10]=[CH:11][C:12]([O:14][CH3:15])=[N:13][C:3]=2[C:2]=1/[CH:17]=[CH:16]/[C:18]12[CH2:25][CH2:24][C:21]([NH:26][C:27](=[O:33])[O:28][C:29]([CH3:32])([CH3:31])[CH3:30])([CH2:22][CH2:23]1)[CH2:20][O:19]2)#[N:9]. (4) Given the reactants [OH:1][CH2:2][CH2:3][N:4]1[C:16]2[CH2:15][CH2:14][CH2:13][CH:12]([C:17]([N:19]3[CH2:24][CH2:23][CH2:22][CH2:21][CH2:20]3)=[O:18])[C:11]=2[C:10]2[C:5]1=[CH:6][CH:7]=[CH:8][CH:9]=2.N1C=CC=CC=1.[CH3:31][S:32](Cl)(=[O:34])=[O:33], predict the reaction product. The product is: [N:19]1([C:17]([CH:12]2[C:11]3[C:10]4[C:5](=[CH:6][CH:7]=[CH:8][CH:9]=4)[N:4]([CH2:3][CH2:2][O:1][S:32]([CH3:31])(=[O:34])=[O:33])[C:16]=3[CH2:15][CH2:14][CH2:13]2)=[O:18])[CH2:24][CH2:23][CH2:22][CH2:21][CH2:20]1.